From a dataset of Reaction yield outcomes from USPTO patents with 853,638 reactions. Predict the reaction yield, written as a fraction of the theoretical maximum amount of product (1.0 means a 100% yield; for example, 0.34 means a 34% yield). (1) The reactants are [CH3:1][O:2][C:3]1[CH:8]=[CH:7][C:6]([CH:9]=[CH:10][C:11](=[O:13])[CH3:12])=[CH:5][CH:4]=1.[OH-].[Na+].O.[CH:17](=O)[C:18]1[CH:23]=[CH:22][CH:21]=[CH:20][CH:19]=1. The catalyst is CO. The product is [CH3:1][O:2][C:3]1[CH:8]=[CH:7][C:6]([CH:9]=[CH:10][C:11](=[O:13])[CH:12]=[CH:17][C:18]2[CH:23]=[CH:22][CH:21]=[CH:20][CH:19]=2)=[CH:5][CH:4]=1. The yield is 0.940. (2) The reactants are C([N-]C(C)C)(C)C.[Li+].[C:9]([N:12]1[CH2:17][CH2:16][O:15][CH2:14][CH2:13]1)(=[O:11])[CH3:10].[Br:18][C:19]1[C:20]([OH:28])=[C:21]([C:24](OC)=[O:25])[S:22][CH:23]=1. The catalyst is O1CCCC1. The product is [Br:18][C:19]1[C:20]([OH:28])=[C:21]([C:24](=[O:25])[CH2:10][C:9]([N:12]2[CH2:17][CH2:16][O:15][CH2:14][CH2:13]2)=[O:11])[S:22][CH:23]=1. The yield is 1.38.